This data is from Full USPTO retrosynthesis dataset with 1.9M reactions from patents (1976-2016). The task is: Predict the reactants needed to synthesize the given product. (1) Given the product [ClH:13].[O:5]1[C:6]2[CH:7]=[CH:8][CH:9]=[CH:10][C:11]=2[C:2]([CH2:3][C:19]([OH:20])=[O:22])=[N:14]1, predict the reactants needed to synthesize it. The reactants are: O[C:2]1[C:11]2[C:6](=[CH:7][CH:8]=[CH:9][CH:10]=2)[O:5]C(=O)[CH:3]=1.[ClH:13].[NH2:14]O.C[O-].[Na+].[C:19](=[O:22])(O)[O-:20].[Na+]. (2) Given the product [CH3:10][O:11][C:12]([C:13]1[C:6]2[C:5]([CH:7]3[CH2:9][CH2:8]3)=[N:4][NH:3][C:2]=2[N:1]=[C:22]([C:21]2[CH:24]=[CH:25][C:18]([OH:17])=[CH:19][CH:20]=2)[CH:15]=1)=[O:16], predict the reactants needed to synthesize it. The reactants are: [NH2:1][C:2]1[CH:6]=[C:5]([CH:7]2[CH2:9][CH2:8]2)[NH:4][N:3]=1.[CH3:10][O:11][C:12](=[O:16])[C:13]([CH3:15])=O.[OH:17][C:18]1[CH:25]=[CH:24][C:21]([CH:22]=O)=[CH:20][CH:19]=1. (3) Given the product [Cl:14][C:6]1[N:7]=[N:8][C:3]([C:2]([F:11])([F:10])[F:1])=[CH:4][CH:5]=1, predict the reactants needed to synthesize it. The reactants are: [F:1][C:2]([F:11])([F:10])[C:3]1[CH:4]=[CH:5][C:6](=O)[NH:7][N:8]=1.S(Cl)([Cl:14])=O. (4) Given the product [NH2:35][C:36]1([C:40]2[CH:41]=[CH:42][C:43]([C:46]3[C:55]([C:56]4[CH:61]=[CH:60][CH:59]=[CH:58][CH:57]=4)=[CH:54][C:53]4[C:52](=[O:62])[NH:51][CH2:50][CH2:49][C:48]=4[N:47]=3)=[CH:44][CH:45]=2)[CH2:39][CH2:38][CH2:37]1, predict the reactants needed to synthesize it. The reactants are: NC1(C2C=CC(C3C(C4C=CC=CC=4)=CC4C(=O)CCCC=4N=3)=CC=2)CCC1.C(OC(=O)[NH:35][C:36]1([C:40]2[CH:45]=[CH:44][C:43]([C:46]3[C:55]([C:56]4[CH:61]=[CH:60][CH:59]=[CH:58][CH:57]=4)=[CH:54][C:53]4[C:52](=[O:62])[NH:51][CH2:50][CH2:49][C:48]=4[N:47]=3)=[CH:42][CH:41]=2)[CH2:39][CH2:38][CH2:37]1)(C)(C)C. (5) The reactants are: [F:1][C:2]1[CH:10]=[C:9]2[C:5]([C:6]([C:20]3[N:21]=[C:22]4[C:28]([CH:29]=[O:30])=[CH:27][N:26]([CH2:31][O:32][CH2:33][CH2:34][Si:35]([CH3:38])([CH3:37])[CH3:36])[C:23]4=[N:24][CH:25]=3)=[N:7][N:8]2[CH2:11][C:12]([N:14]2[CH2:19][CH2:18][O:17][CH2:16][CH2:15]2)=[O:13])=[CH:4][CH:3]=1.S(=O)(=O)([OH:41])N.Cl([O-])=O.[Na+].P([O-])(O)(O)=O.[K+]. Given the product [F:1][C:2]1[CH:10]=[C:9]2[C:5]([C:6]([C:20]3[N:21]=[C:22]4[C:28]([C:29]([OH:41])=[O:30])=[CH:27][N:26]([CH2:31][O:32][CH2:33][CH2:34][Si:35]([CH3:38])([CH3:37])[CH3:36])[C:23]4=[N:24][CH:25]=3)=[N:7][N:8]2[CH2:11][C:12]([N:14]2[CH2:19][CH2:18][O:17][CH2:16][CH2:15]2)=[O:13])=[CH:4][CH:3]=1, predict the reactants needed to synthesize it. (6) Given the product [CH3:34][O:33][C:30]1[CH:29]=[CH:28][C:27]([C:24]2[O:23][C:22]([C:20]3[CH:19]=[CH:18][C:16]4[NH:17][C:13]([C:9]5[C:8]([CH3:35])=[CH:7][C:6]([CH2:5][C:4]([CH3:36])([CH3:37])[C:3]([OH:38])=[O:2])=[CH:11][C:10]=5[CH3:12])=[N:14][C:15]=4[CH:21]=3)=[N:26][N:25]=2)=[CH:32][CH:31]=1, predict the reactants needed to synthesize it. The reactants are: C[O:2][C:3](=[O:38])[C:4]([CH3:37])([CH3:36])[CH2:5][C:6]1[CH:11]=[C:10]([CH3:12])[C:9]([C:13]2[NH:17][C:16]3[CH:18]=[CH:19][C:20]([C:22]4[O:23][C:24]([C:27]5[CH:32]=[CH:31][C:30]([O:33][CH3:34])=[CH:29][CH:28]=5)=[N:25][N:26]=4)=[CH:21][C:15]=3[N:14]=2)=[C:8]([CH3:35])[CH:7]=1.[OH-].[Na+].Cl. (7) Given the product [CH2:20]([O:12][C:8]1[CH:9]=[N:10][C:11]2[C:6]([CH:7]=1)=[N:5][CH:4]=[CH:3][C:2]=2[Cl:1])[C:21]1[CH:26]=[CH:25][CH:24]=[CH:23][CH:22]=1, predict the reactants needed to synthesize it. The reactants are: [Cl:1][C:2]1[CH:3]=[CH:4][N:5]=[C:6]2[C:11]=1[N:10]=[CH:9][C:8]([OH:12])=[CH:7]2.C(=O)([O-])[O-].[K+].[K+].Cl[CH2:20][C:21]1[CH:26]=[CH:25][CH:24]=[CH:23][CH:22]=1.CN(C=O)C.